This data is from HIV replication inhibition screening data with 41,000+ compounds from the AIDS Antiviral Screen. The task is: Binary Classification. Given a drug SMILES string, predict its activity (active/inactive) in a high-throughput screening assay against a specified biological target. (1) The molecule is CC(C)N1CCOC(c2ccc(O)c(O)c2)C1.Cl. The result is 0 (inactive). (2) The drug is CCOC(=O)c1c(N)n(-c2ccccc2)c(=O)n(-c2ccccc2)c1=O. The result is 0 (inactive). (3) The drug is CC1(CO)CCCCC1=NNc1cc([N+](=O)[O-])cc([N+](=O)[O-])c1. The result is 1 (active). (4) The molecule is CC1(C)CC(=O)c2c(oc3cc(O)c(O)cc23)C1. The result is 0 (inactive). (5) The molecule is CC(C)c1cccc(C(C)C)c1NC(=O)C(=O)C1SC(=S)NC1=O. The result is 0 (inactive).